This data is from NCI-60 drug combinations with 297,098 pairs across 59 cell lines. The task is: Regression. Given two drug SMILES strings and cell line genomic features, predict the synergy score measuring deviation from expected non-interaction effect. (1) Synergy scores: CSS=27.3, Synergy_ZIP=-7.89, Synergy_Bliss=-1.76, Synergy_Loewe=-27.3, Synergy_HSA=0.128. Cell line: SNB-75. Drug 1: C1CN1C2=NC(=NC(=N2)N3CC3)N4CC4. Drug 2: C1CCC(CC1)NC(=O)N(CCCl)N=O. (2) Drug 1: COC1=C(C=C2C(=C1)N=CN=C2NC3=CC(=C(C=C3)F)Cl)OCCCN4CCOCC4. Drug 2: CC1CCCC2(C(O2)CC(NC(=O)CC(C(C(=O)C(C1O)C)(C)C)O)C(=CC3=CSC(=N3)C)C)C. Cell line: K-562. Synergy scores: CSS=12.6, Synergy_ZIP=3.94, Synergy_Bliss=0.874, Synergy_Loewe=0.463, Synergy_HSA=1.65. (3) Drug 1: C1=NC2=C(N=C(N=C2N1C3C(C(C(O3)CO)O)F)Cl)N. Drug 2: C(CCl)NC(=O)N(CCCl)N=O. Cell line: K-562. Synergy scores: CSS=30.5, Synergy_ZIP=-5.09, Synergy_Bliss=-6.27, Synergy_Loewe=-37.9, Synergy_HSA=-2.75. (4) Drug 1: CC(C1=C(C=CC(=C1Cl)F)Cl)OC2=C(N=CC(=C2)C3=CN(N=C3)C4CCNCC4)N. Drug 2: CS(=O)(=O)C1=CC(=C(C=C1)C(=O)NC2=CC(=C(C=C2)Cl)C3=CC=CC=N3)Cl. Cell line: NCI-H322M. Synergy scores: CSS=3.14, Synergy_ZIP=-0.101, Synergy_Bliss=1.35, Synergy_Loewe=-1.66, Synergy_HSA=-1.46. (5) Drug 1: COC1=C(C=C2C(=C1)N=CN=C2NC3=CC(=C(C=C3)F)Cl)OCCCN4CCOCC4. Drug 2: C1CCC(C(C1)N)N.C(=O)(C(=O)[O-])[O-].[Pt+4]. Cell line: SNB-75. Synergy scores: CSS=27.8, Synergy_ZIP=-8.86, Synergy_Bliss=-0.518, Synergy_Loewe=1.62, Synergy_HSA=2.05.